From a dataset of Full USPTO retrosynthesis dataset with 1.9M reactions from patents (1976-2016). Predict the reactants needed to synthesize the given product. (1) Given the product [CH2:1]([O:8][C:9]1[CH:14]=[CH:13][C:12]([C:15]2[C:20]([NH2:21])=[CH:19][CH:18]=[CH:17][C:16]=2[O:24][CH3:25])=[CH:11][CH:10]=1)[C:2]1[CH:3]=[CH:4][CH:5]=[CH:6][CH:7]=1, predict the reactants needed to synthesize it. The reactants are: [CH2:1]([O:8][C:9]1[CH:14]=[CH:13][C:12]([C:15]2[C:20]([N+:21]([O-])=O)=[CH:19][CH:18]=[CH:17][C:16]=2[O:24][CH3:25])=[CH:11][CH:10]=1)[C:2]1[CH:7]=[CH:6][CH:5]=[CH:4][CH:3]=1.Cl[Sn]Cl.[OH-].[Na+]. (2) Given the product [CH2:1]([N:3]([CH3:50])[CH2:4][C:5]([N:7]1[C:15]2[C:10](=[CH:11][C:12]([O:48][CH3:49])=[C:13]([NH:16][C:17]3[NH:22][C:21]4=[N:23][CH:24]=[CH:25][C:20]4=[C:19]([NH:36][C:37]4[CH:46]=[CH:45][CH:44]=[C:43]([F:47])[C:38]=4[C:39]([NH:41][CH3:42])=[O:40])[N:18]=3)[CH:14]=2)[CH2:9][CH2:8]1)=[O:6])[CH3:2], predict the reactants needed to synthesize it. The reactants are: [CH2:1]([N:3]([CH3:50])[CH2:4][C:5]([N:7]1[C:15]2[C:10](=[CH:11][C:12]([O:48][CH3:49])=[C:13]([NH:16][C:17]3[N:18]=[C:19]([NH:36][C:37]4[CH:46]=[CH:45][CH:44]=[C:43]([F:47])[C:38]=4[C:39]([NH:41][CH3:42])=[O:40])[C:20]4[CH:25]=[CH:24][N:23](S(C5C=CC(C)=CC=5)(=O)=O)[C:21]=4[N:22]=3)[CH:14]=2)[CH2:9][CH2:8]1)=[O:6])[CH3:2].[OH-].[K+]. (3) Given the product [Cl:16][C:17]1[CH:22]=[CH:21][CH:20]=[CH:19][C:18]=1[S:23]([N:9]1[CH2:8][CH2:7][C:6]2([C:4](=[O:5])[N:39]([C:36]3[CH:35]=[CH:34][C:33]([O:32][CH:29]4[CH2:30][CH2:31][O:27][CH2:28]4)=[CH:38][CH:37]=3)[CH2:13][CH2:12]2)[CH2:11][CH2:10]1)(=[O:25])=[O:24], predict the reactants needed to synthesize it. The reactants are: C(O[C:4]([C:6]1([CH2:12][CH2:13]OC)[CH2:11][CH2:10][NH:9][CH2:8][CH2:7]1)=[O:5])C.[Cl:16][C:17]1[CH:22]=[CH:21][CH:20]=[CH:19][C:18]=1[S:23](Cl)(=[O:25])=[O:24].[O:27]1[CH2:31][CH2:30][CH:29]([O:32][C:33]2[CH:38]=[CH:37][C:36]([NH2:39])=[CH:35][CH:34]=2)[CH2:28]1. (4) Given the product [Cl:1][C:2]1[CH:7]=[CH:6][C:5]([C:8]2[NH:9][C:10]([C:19]3[CH:24]=[CH:23][CH:22]=[CH:21][CH:20]=3)=[N:11][C:12]=2[C:13]2[CH:18]=[CH:17][N:16]=[CH:15][CH:14]=2)=[CH:4][C:3]=1[NH:33][S:34]([CH3:37])(=[O:36])=[O:35], predict the reactants needed to synthesize it. The reactants are: [Cl:1][C:2]1[CH:7]=[CH:6][C:5]([C:8]2[N:9](COCC[Si](C)(C)C)[C:10]([C:19]3[CH:24]=[CH:23][CH:22]=[CH:21][CH:20]=3)=[N:11][C:12]=2[C:13]2[CH:18]=[CH:17][N:16]=[CH:15][CH:14]=2)=[CH:4][C:3]=1[NH:33][S:34]([CH3:37])(=[O:36])=[O:35].C(O)(C(F)(F)F)=O. (5) Given the product [O-:34][N+:23]1[C:24]2[CH:30]=[C:29]3[O:31][CH2:32][O:33][C:28]3=[CH:27][C:25]=2[N+:26]([O-:4])=[C:21]([NH:20][CH2:19][CH2:18][N:17]([CH3:35])[CH3:16])[N:22]=1, predict the reactants needed to synthesize it. The reactants are: OO.C(OC(C(F)(F)F)=O)(C(F)(F)F)=[O:4].[CH3:16][N:17]([CH3:35])[CH2:18][CH2:19][NH:20][C:21]1[N:22]=[N+:23]([O-:34])[C:24]2[CH:30]=[C:29]3[O:31][CH2:32][O:33][C:28]3=[CH:27][C:25]=2[N:26]=1.C(O)(C(F)(F)F)=O.